Dataset: Reaction yield outcomes from USPTO patents with 853,638 reactions. Task: Predict the reaction yield, written as a fraction of the theoretical maximum amount of product (1.0 means a 100% yield; for example, 0.34 means a 34% yield). The reactants are [CH2:1]([O:3][CH:4]([O:24][CH2:25][CH3:26])[C:5]1[O:13][C:12]2[C:11]([C:14]3[CH:23]=[CH:22][C:17]([C:18]([O:20]C)=[O:19])=[CH:16][CH:15]=3)=[CH:10][N:9]=[CH:8][C:7]=2[CH:6]=1)[CH3:2].[OH-].[Na+]. The catalyst is O1CCCC1.CO. The product is [CH2:1]([O:3][CH:4]([O:24][CH2:25][CH3:26])[C:5]1[O:13][C:12]2[C:11]([C:14]3[CH:23]=[CH:22][C:17]([C:18]([OH:20])=[O:19])=[CH:16][CH:15]=3)=[CH:10][N:9]=[CH:8][C:7]=2[CH:6]=1)[CH3:2]. The yield is 0.580.